Dataset: Full USPTO retrosynthesis dataset with 1.9M reactions from patents (1976-2016). Task: Predict the reactants needed to synthesize the given product. Given the product [CH3:38][C@@H:37]1[CH2:36][C:35]2[C:30](=[CH:31][CH:32]=[CH:33][CH:34]=2)[CH2:29][N:28]1[C:26]([C:25]1[C:17]([C:8]2[N:7]3[C:11]([CH2:12][CH:4]([O:3][CH2:41][CH:40]=[CH2:39])[CH2:5][CH2:6]3)=[C:10]([C:13]([O:15][CH3:16])=[O:14])[CH:9]=2)=[CH:18][C:19]2[O:23][CH2:22][O:21][C:20]=2[CH:24]=1)=[O:27], predict the reactants needed to synthesize it. The reactants are: [H-].[Na+].[OH:3][CH:4]1[CH2:12][C:11]2[N:7]([C:8]([C:17]3[C:25]([C:26]([N:28]4[C@H:37]([CH3:38])[CH2:36][C:35]5[C:30](=[CH:31][CH:32]=[CH:33][CH:34]=5)[CH2:29]4)=[O:27])=[CH:24][C:20]4[O:21][CH2:22][O:23][C:19]=4[CH:18]=3)=[CH:9][C:10]=2[C:13]([O:15][CH3:16])=[O:14])[CH2:6][CH2:5]1.[CH2:39](Br)[CH:40]=[CH2:41].[NH4+].[Cl-].